Dataset: Full USPTO retrosynthesis dataset with 1.9M reactions from patents (1976-2016). Task: Predict the reactants needed to synthesize the given product. (1) Given the product [OH:12][C:13]1[C:18]2[C:19](=[O:22])[C:20](=[CH:10][C:3]3[C:4]4[C:5](=[N:6][CH:7]=[CH:8][CH:9]=4)[NH:1][CH:2]=3)[O:21][C:17]=2[CH:16]=[C:15]([OH:23])[CH:14]=1, predict the reactants needed to synthesize it. The reactants are: [NH:1]1[C:5]2=[N:6][CH:7]=[CH:8][CH:9]=[C:4]2[C:3]([CH:10]=O)=[CH:2]1.[OH:12][C:13]1[C:18]2[C:19](=[O:22])[CH2:20][O:21][C:17]=2[CH:16]=[C:15]([OH:23])[CH:14]=1.O1C2C=CC=CC=2CC1=O. (2) Given the product [F:1][C:2]1[CH:7]=[C:6]([N:8]2[CH2:12][C@@H:11]([CH2:13][OH:14])[O:10][C:9]2=[O:15])[CH:5]=[CH:4][C:3]=1[C:16]1[CH:17]=[CH:18][C:19]([CH2:22][O:23][C@H:24]2[CH2:29][O:28][C:27]3=[N:30][C:31]([N+:33]([O-:35])=[O:34])=[CH:32][N:26]3[CH2:25]2)=[CH:20][CH:21]=1, predict the reactants needed to synthesize it. The reactants are: [F:1][C:2]1[CH:7]=[C:6]([N:8]2[CH2:12][C@H:11]([CH2:13][OH:14])[O:10][C:9]2=[O:15])[CH:5]=[CH:4][C:3]=1[C:16]1[CH:21]=[CH:20][C:19]([CH2:22][O:23][C@@H:24]2[CH2:29][O:28][C:27]3=[N:30][C:31]([N+:33]([O-:35])=[O:34])=[CH:32][N:26]3[CH2:25]2)=[CH:18][CH:17]=1.C([SiH2]OC(C)(C)[C@@H]1OC(=O)N(C2C=CC(C3C=CC(CO[C@@H]4COC5=NC([N+]([O-])=O)=CN5C4)=CC=3)=C(F)C=2)C1)(C)(C)C.CCCC[N+](CCCC)(CCCC)CCCC.[F-]. (3) Given the product [CH3:20][C:18]1[NH:17][N:16]=[C:15]([NH:14][C:4]2[N:3]=[C:2]([C:24]3[CH:25]=[CH:26][N:21]=[CH:22][CH:23]=3)[C:11]3[C:6]([CH:5]=2)=[CH:7][C:8]([O:12][CH3:13])=[CH:9][CH:10]=3)[CH:19]=1, predict the reactants needed to synthesize it. The reactants are: Cl[C:2]1[C:11]2[C:6](=[CH:7][C:8]([O:12][CH3:13])=[CH:9][CH:10]=2)[CH:5]=[C:4]([NH:14][C:15]2[CH:19]=[C:18]([CH3:20])[NH:17][N:16]=2)[N:3]=1.[N:21]1[CH:26]=[CH:25][C:24](B(O)O)=[CH:23][CH:22]=1. (4) The reactants are: [Cl:1][C:2]1[CH:7]=[C:6]2[NH:8][C:9](=[O:42])[C:10]3([CH:15]([C:16]4[CH:21]=[CH:20][CH:19]=[C:18]([Cl:22])[CH:17]=4)[CH2:14][C:13](=[O:23])[NH:12][CH:11]3[C:24]3[CH:29]=[C:28]([I:30])[CH:27]=[CH:26][C:25]=3[O:31][CH:32]3[CH2:37][CH2:36][N:35]([CH2:38][C:39](O)=[O:40])[CH2:34][CH2:33]3)[C:5]2=[CH:4][CH:3]=1.CC[N:45]=C=NCCCN(C)C.C1C=CC2N(O)N=NC=2C=1.C(N(C(C)C)CC)(C)C.[NH4+].[Cl-]. Given the product [C:39]([CH2:38][N:35]1[CH2:36][CH2:37][CH:32]([O:31][C:25]2[CH:26]=[CH:27][C:28]([I:30])=[CH:29][C:24]=2[CH:11]2[C:10]3([C:5]4[C:6](=[CH:7][C:2]([Cl:1])=[CH:3][CH:4]=4)[NH:8][C:9]3=[O:42])[CH:15]([C:16]3[CH:21]=[CH:20][CH:19]=[C:18]([Cl:22])[CH:17]=3)[CH2:14][C:13](=[O:23])[NH:12]2)[CH2:33][CH2:34]1)(=[O:40])[NH2:45], predict the reactants needed to synthesize it. (5) Given the product [F:18][C:19]1[CH:25]=[CH:24][C:22](/[N:23]=[CH:1]/[C:3]2[CH:17]=[CH:16][C:6]([O:7][CH2:8][C:9]([O:11][C:12]([CH3:15])([CH3:14])[CH3:13])=[O:10])=[CH:5][CH:4]=2)=[CH:21][CH:20]=1, predict the reactants needed to synthesize it. The reactants are: [CH:1]([C:3]1[CH:17]=[CH:16][C:6]([O:7][CH2:8][C:9]([O:11][C:12]([CH3:15])([CH3:14])[CH3:13])=[O:10])=[CH:5][CH:4]=1)=O.[F:18][C:19]1[CH:25]=[CH:24][C:22]([NH2:23])=[CH:21][CH:20]=1.C1(C)C=CC(S(O)(=O)=O)=CC=1. (6) Given the product [CH3:1][CH:2]([CH3:32])[CH2:3][CH:4]([C:22]1[CH:31]=[CH:30][C:25]([C:26]([OH:28])=[O:27])=[CH:24][N:23]=1)[NH:5][C:6]1[CH:7]=[CH:8][C:9]([C:12]2[CH:13]=[CH:14][C:15]([C:18]([F:21])([F:20])[F:19])=[CH:16][CH:17]=2)=[CH:10][CH:11]=1, predict the reactants needed to synthesize it. The reactants are: [CH3:1][CH:2]([CH3:32])[CH2:3][CH:4]([C:22]1[CH:31]=[CH:30][C:25]([C:26]([O:28]C)=[O:27])=[CH:24][N:23]=1)[NH:5][C:6]1[CH:11]=[CH:10][C:9]([C:12]2[CH:17]=[CH:16][C:15]([C:18]([F:21])([F:20])[F:19])=[CH:14][CH:13]=2)=[CH:8][CH:7]=1.[Li+].[OH-].Cl. (7) Given the product [CH3:43][O:42][CH2:41][CH2:40][O:39][C:37]([NH:2][C@H:3]1[CH2:7][CH2:6][N:5]([C:8]2[CH:13]=[CH:12][C:11]([N:14]3[CH2:18][C@H:17]([CH2:19][NH:20][C:29]4[CH:33]=[CH:32][O:31][N:30]=4)[O:16][C:15]3=[O:34])=[CH:10][C:9]=2[F:35])[CH2:4]1)=[O:38], predict the reactants needed to synthesize it. The reactants are: Cl.[NH2:2][C@H:3]1[CH2:7][CH2:6][N:5]([C:8]2[CH:13]=[CH:12][C:11]([N:14]3[CH2:18][C@H:17]([CH2:19][N:20]([C:29]4[CH:33]=[CH:32][O:31][N:30]=4)C(OCC(Cl)(Cl)Cl)=O)[O:16][C:15]3=[O:34])=[CH:10][C:9]=2[F:35])[CH2:4]1.Cl[C:37]([O:39][CH2:40][CH2:41][O:42][CH3:43])=[O:38].